From a dataset of Retrosynthesis with 50K atom-mapped reactions and 10 reaction types from USPTO. Predict the reactants needed to synthesize the given product. Given the product CC(C)=CCC/C(C)=C/COc1ccc(C(=O)O)cc1, predict the reactants needed to synthesize it. The reactants are: COC(=O)c1ccc(OC/C=C(\C)CCC=C(C)C)cc1.